This data is from M1 muscarinic receptor antagonist screen with 61,756 compounds. The task is: Binary Classification. Given a drug SMILES string, predict its activity (active/inactive) in a high-throughput screening assay against a specified biological target. (1) The molecule is S(Cc1ccccc1)c1n(nnn1)c1c(OC)cccc1. The result is 0 (inactive). (2) The compound is S(=O)(=O)(NCC(=O)N1CCc2c(C1)cccc2)c1cc2sc(nc2cc1)C. The result is 0 (inactive). (3) The compound is O=C1N(C(=O)NC1(c1ccccc1)C)CC(=O)Nc1cc(ccc1)C#N. The result is 0 (inactive). (4) The molecule is N1(C2CCCC2)CCN(CC1)c1n2c(nc3c2cccc3)c(c(c1)C)C#N. The result is 0 (inactive).